From a dataset of Reaction yield outcomes from USPTO patents with 853,638 reactions. Predict the reaction yield, written as a fraction of the theoretical maximum amount of product (1.0 means a 100% yield; for example, 0.34 means a 34% yield). (1) The reactants are C1(C[NH:8][CH:9]([C@:18]2([CH2:32][OH:33])[O:22][C@@H:21]([N:23]3[CH:30]=[CH:29][C:27](=[O:28])[NH:26][C:24]3=[O:25])[CH2:20][C@@H:19]2[OH:31])NCC2C=CC=CC=2)C=CC=CC=1.C1CCCCC=1.C(O)(=O)C.NC[C@]1(CO)O[C@@H](N2C=C(C)C(=O)NC2=O)C[C@@H]1O. The catalyst is [Pd].C(O)C. The product is [NH2:8][CH2:9][C@:18]1([CH2:32][OH:33])[O:22][C@@H:21]([N:23]2[CH:30]=[CH:29][C:27](=[O:28])[NH:26][C:24]2=[O:25])[CH2:20][C@@H:19]1[OH:31]. The yield is 1.00. (2) The reactants are [NH:1]1[C:5]2[CH:6]=[CH:7][C:8]([C:10]([N:12]3[C@@H:21]4[C@@H:16]([C:17]5[C:25]([C:26]([NH2:28])=O)=[CH:24][CH:23]=[CH:22][C:18]=5[CH2:19][CH2:20]4)[CH2:15][CH2:14][CH2:13]3)=[O:11])=[CH:9][C:4]=2[N:3]=[CH:2]1. The catalyst is C(Cl)Cl.CO. The product is [NH:1]1[C:5]2[CH:6]=[CH:7][C:8]([C:10]([N:12]3[C@@H:21]4[C@@H:16]([C:17]5[C:25]([C:26]#[N:28])=[CH:24][CH:23]=[CH:22][C:18]=5[CH2:19][CH2:20]4)[CH2:15][CH2:14][CH2:13]3)=[O:11])=[CH:9][C:4]=2[N:3]=[CH:2]1. The yield is 0.660. (3) The reactants are [F:1][C:2]1[CH:8]=[CH:7][C:6]([CH3:9])=[CH:5][C:3]=1[NH2:4].C([O-])([O-])=O.[Ca+2].[Br-:15].[Br-].[Br-].C([N+](C)(C)C)C1C=CC=CC=1.C([N+](C)(C)C)C1C=CC=CC=1.C([N+](C)(C)C)C1C=CC=CC=1. The catalyst is C(Cl)Cl.CO. The product is [Br:15][C:7]1[C:6]([CH3:9])=[CH:5][C:3]([NH2:4])=[C:2]([F:1])[CH:8]=1. The yield is 0.695. (4) The reactants are Cl[C:2]1[CH:7]=[C:6]2[CH2:8][O:9][C:10]3[CH:39]=[C:38]4[C:13]([CH:14]=[CH:15][C:16]5[N:20]=[C:19]([C@@H:21]6[CH2:25][CH2:24][C@H:23]([CH3:26])[N:22]6[C:27](=[O:37])[C@@H:28]([NH:32][C:33](=[O:36])[O:34][CH3:35])[CH:29]([CH3:31])[CH3:30])[NH:18][C:17]=54)=[CH:12][C:11]=3[C:5]2=[CH:4][CH:3]=1.[B:40]1([B:40]2[O:44][C:43]([CH3:46])([CH3:45])[C:42]([CH3:48])([CH3:47])[O:41]2)[O:44][C:43]([CH3:46])([CH3:45])[C:42]([CH3:48])([CH3:47])[O:41]1.CC([O-])=O.[K+]. The catalyst is O1CCOCC1.C1C=CC(/C=C/C(/C=C/C2C=CC=CC=2)=O)=CC=1.C1C=CC(/C=C/C(/C=C/C2C=CC=CC=2)=O)=CC=1.C1C=CC(/C=C/C(/C=C/C2C=CC=CC=2)=O)=CC=1.[Pd].[Pd].CC(C1C=C(C(C)C)C(C2C=CC=CC=2P(C2CCCCC2)C2CCCCC2)=C(C(C)C)C=1)C. The product is [CH3:31][CH:29]([CH3:30])[C@H:28]([NH:32][C:33](=[O:36])[O:34][CH3:35])[C:27]([N:22]1[C@H:21]([C:19]2[NH:18][C:17]3[C:38]4[C:13]([CH:14]=[CH:15][C:16]=3[N:20]=2)=[CH:12][C:11]2[C:5]3[C:6]([CH2:8][O:9][C:10]=2[CH:39]=4)=[CH:7][C:2]([B:40]2[O:44][C:43]([CH3:46])([CH3:45])[C:42]([CH3:48])([CH3:47])[O:41]2)=[CH:3][CH:4]=3)[CH2:25][CH2:24][C@@H:23]1[CH3:26])=[O:37]. The yield is 0.720. (5) The product is [N:25]1[C:26]2[C:31](=[CH:30][CH:29]=[CH:28][CH:27]=2)[C:22]([O:21][CH2:20][CH2:19][C:16]2[CH:15]=[CH:14][C:13]([CH2:12][CH2:11][CH2:10][CH2:9][OH:8])=[CH:18][CH:17]=2)=[N:23][CH:24]=1. The yield is 0.490. The reactants are [H-].[Al+3].[Li+].[H-].[H-].[H-].C[O:8][C:9](=O)[CH2:10][CH2:11][CH2:12][C:13]1[CH:18]=[CH:17][C:16]([CH2:19][CH2:20][O:21][C:22]2[C:31]3[C:26](=[CH:27][CH:28]=[CH:29][CH:30]=3)[N:25]=[CH:24][N:23]=2)=[CH:15][CH:14]=1.CCCCC.C(OCC)(=O)C. The catalyst is C(OCC)C.ClCCl.[O-2].[Mn+4].[O-2].